Dataset: Reaction yield outcomes from USPTO patents with 853,638 reactions. Task: Predict the reaction yield, written as a fraction of the theoretical maximum amount of product (1.0 means a 100% yield; for example, 0.34 means a 34% yield). (1) The catalyst is CN(C=O)C. The product is [Br:3][C:4]1[CH:5]=[C:6]2[C:10](=[CH:11][CH:12]=1)[N:9]([CH2:21][C:20]1[CH:23]=[CH:24][C:17]([C:13]([CH3:16])([CH3:15])[CH3:14])=[CH:18][CH:19]=1)[CH:8]=[CH:7]2. The reactants are [H-].[Na+].[Br:3][C:4]1[CH:5]=[C:6]2[C:10](=[CH:11][CH:12]=1)[NH:9][CH:8]=[CH:7]2.[C:13]([C:17]1[CH:24]=[CH:23][C:20]([CH2:21]Br)=[CH:19][CH:18]=1)([CH3:16])([CH3:15])[CH3:14]. The yield is 0.970. (2) The reactants are [N+:1]([CH2:4][C:5]([O:7][CH2:8][CH3:9])=[O:6])([O-:3])=O.[CH:10]([CH:12]1[CH2:17][CH2:16][CH2:15][CH2:14][CH2:13]1)=[CH2:11].N12CCN(CC1)CC2. The catalyst is C(O)C. The product is [C:12]1([CH:10]2[O:3][N:1]=[C:4]([C:5]([O:7][CH2:8][CH3:9])=[O:6])[CH2:11]2)[CH:17]=[CH:16][CH:15]=[CH:14][CH:13]=1. The yield is 0.630. (3) The reactants are Br[C:2]1[C:3]([NH2:9])=[N:4][CH:5]=[C:6]([Br:8])[N:7]=1.[C:10]1([OH:16])[CH:15]=[CH:14][CH:13]=[CH:12][CH:11]=1.C(=O)([O-])[O-].[K+].[K+]. The catalyst is CN1C(=O)CCC1. The product is [Br:8][C:6]1[N:7]=[C:2]([O:16][C:10]2[CH:15]=[CH:14][CH:13]=[CH:12][CH:11]=2)[C:3]([NH2:9])=[N:4][CH:5]=1. The yield is 0.620. (4) The reactants are [F:1][C:2]1[CH:3]=[C:4]([N+:9]([O-:11])=[O:10])[CH:5]=[CH:6][C:7]=1F.[C:12]([C:17]1[CH:22]=[CH:21][C:20]([OH:23])=[CH:19][CH:18]=1)([CH2:15][CH3:16])([CH3:14])[CH3:13].C([O-])([O-])=O.[K+].[K+]. The catalyst is CS(C)=O. The product is [F:1][C:2]1[CH:3]=[C:4]([N+:9]([O-:11])=[O:10])[CH:5]=[CH:6][C:7]=1[O:23][C:20]1[CH:21]=[CH:22][C:17]([C:12]([CH2:15][CH3:16])([CH3:13])[CH3:14])=[CH:18][CH:19]=1. The yield is 0.990. (5) The reactants are [C:1]([C:5]1[NH:6][C:7]2[C:12]([CH:13]=1)=[CH:11][CH:10]=[C:9]([N+:14]([O-])=O)[CH:8]=2)([CH3:4])([CH3:3])[CH3:2]. The catalyst is CO.[Ni]. The product is [C:1]([C:5]1[NH:6][C:7]2[C:12]([CH:13]=1)=[CH:11][CH:10]=[C:9]([NH2:14])[CH:8]=2)([CH3:4])([CH3:2])[CH3:3]. The yield is 0.890. (6) The reactants are [N+:1]([C:4]1[NH:8][N:7]=[C:6]([C:9]([OH:11])=[O:10])[CH:5]=1)([O-:3])=[O:2].S(Cl)(Cl)=O.[CH3:16]O. No catalyst specified. The product is [N+:1]([C:4]1[NH:8][N:7]=[C:6]([C:9]([O:11][CH3:16])=[O:10])[CH:5]=1)([O-:3])=[O:2]. The yield is 0.780. (7) The reactants are [F:1][C:2]([F:32])([F:31])[C:3]1[CH:4]=[C:5]2[C:9](=[CH:10][CH:11]=1)[N:8]([S:12]([C:15]1[CH:20]=[CH:19][C:18]([CH3:21])=[CH:17][CH:16]=1)(=[O:14])=[O:13])[CH:7]=[C:6]2[C@@H:22]1[CH2:24][C@H:23]1[C:25](N(OC)C)=[O:26].C(C1C=C2C(=CC=1)N(S(C1C=CC(C)=CC=1)(=O)=O)C=C2[C@@H]1C[C@H]1C=O)#N. No catalyst specified. The product is [F:32][C:2]([F:1])([F:31])[C:3]1[CH:4]=[C:5]2[C:9](=[CH:10][CH:11]=1)[N:8]([S:12]([C:15]1[CH:16]=[CH:17][C:18]([CH3:21])=[CH:19][CH:20]=1)(=[O:14])=[O:13])[CH:7]=[C:6]2[C@@H:22]1[CH2:24][C@H:23]1[CH:25]=[O:26]. The yield is 0.950. (8) The catalyst is CN(C=O)C.O.CCOCC. The reactants are [C:1]([CH2:3][C:4]([O:6][CH2:7][C:8]1[CH:13]=[CH:12][CH:11]=[CH:10][CH:9]=1)=[O:5])#[N:2].C(=O)([O-])[O-].[K+].[K+].[N+:20]([C:23]1[CH:24]=[C:25]([CH3:30])[CH:26]=[CH:27][C:28]=1Cl)([O-:22])=[O:21].Cl. The product is [C:1]([CH:3]([C:28]1[CH:27]=[CH:26][C:25]([CH3:30])=[CH:24][C:23]=1[N+:20]([O-:22])=[O:21])[C:4]([O:6][CH2:7][C:8]1[CH:13]=[CH:12][CH:11]=[CH:10][CH:9]=1)=[O:5])#[N:2]. The yield is 0.750. (9) The reactants are [CH2:1]([O:3][C:4](=[O:31])[C:5]([O:23][C:24]1[CH:29]=[CH:28][CH:27]=[C:26]([Br:30])[CH:25]=1)([CH3:22])[CH:6]([C:8]1[CH:13]=[CH:12][C:11]([O:14][CH2:15][C:16]2[CH:21]=[CH:20][CH:19]=[CH:18][CH:17]=2)=[CH:10][CH:9]=1)O)[CH3:2].C([SiH](CC)CC)C.B(F)(F)F.CCOCC. The catalyst is C(Cl)Cl. The product is [CH2:1]([O:3][C:4](=[O:31])[C:5]([O:23][C:24]1[CH:29]=[CH:28][CH:27]=[C:26]([Br:30])[CH:25]=1)([CH3:22])[CH2:6][C:8]1[CH:9]=[CH:10][C:11]([O:14][CH2:15][C:16]2[CH:21]=[CH:20][CH:19]=[CH:18][CH:17]=2)=[CH:12][CH:13]=1)[CH3:2]. The yield is 0.380.